From a dataset of Reaction yield outcomes from USPTO patents with 853,638 reactions. Predict the reaction yield, written as a fraction of the theoretical maximum amount of product (1.0 means a 100% yield; for example, 0.34 means a 34% yield). (1) The catalyst is C(Cl)Cl.CN(C=O)C. The product is [Cl:1][C:2]1[CH:7]=[CH:6][N:5]=[C:4]([C:8]([NH2:17])=[O:10])[CH:3]=1. The yield is 0.700. The reactants are [Cl:1][C:2]1[CH:7]=[CH:6][N:5]=[C:4]([C:8]([OH:10])=O)[CH:3]=1.O=S(Cl)Cl.CC[N:17](CC)CC.N. (2) The reactants are [CH3:1][N:2]1[C:6]([C:7]2[CH:8]=[C:9]([C:16]([O:18]C)=[O:17])[S:10][C:11]=2[C:12]([F:15])([F:14])[F:13])=[CH:5][CH:4]=[N:3]1.[OH-].[K+]. The catalyst is C1COCC1.O. The product is [CH3:1][N:2]1[C:6]([C:7]2[CH:8]=[C:9]([C:16]([OH:18])=[O:17])[S:10][C:11]=2[C:12]([F:13])([F:14])[F:15])=[CH:5][CH:4]=[N:3]1. The yield is 0.800. (3) The reactants are [F:1][C:2]1[CH:3]=[C:4]([CH:7]=[CH:8][C:9]=1[O:10][CH3:11])[CH:5]=O.[C:12](=O)([O-])[O-].[K+].[K+].[N+](=C(P(=O)(OC)OC)C(=O)C)=[N-]. The yield is 0.769. The product is [C:5]([C:4]1[CH:7]=[CH:8][C:9]([O:10][CH3:11])=[C:2]([F:1])[CH:3]=1)#[CH:12]. The catalyst is CO. (4) The reactants are [CH3:1][O:2][C:3](=[O:14])[C:4]1[CH:9]=[CH:8][C:7]([C:10]([NH:12][NH2:13])=[O:11])=[CH:6][CH:5]=1.CCN=C=NCCCN(C)C.Cl.C1C=CC2N(O)N=NC=2C=1.C(N(CC)CC)C.[C:44]([NH:47][C@H:48]([C:50](O)=[O:51])[CH3:49])(=[O:46])[CH3:45]. The catalyst is C(Cl)Cl. The product is [CH3:1][O:2][C:3](=[O:14])[C:4]1[CH:5]=[CH:6][C:7]([C:10]([NH:12][NH:13][C:50](=[O:51])[CH:48]([NH:47][C:44](=[O:46])[CH3:45])[CH3:49])=[O:11])=[CH:8][CH:9]=1. The yield is 0.900.